Dataset: Reaction yield outcomes from USPTO patents with 853,638 reactions. Task: Predict the reaction yield, written as a fraction of the theoretical maximum amount of product (1.0 means a 100% yield; for example, 0.34 means a 34% yield). (1) The reactants are C(=O)([O-])[O-].[K+].[K+].[CH2:7]([N:9]=[C:10]=[O:11])[CH3:8].[C:12]([C:14]1[CH:19]=[CH:18][C:17]([O:20][C:21]2[CH:25]=[C:24]([CH3:26])[NH:23][N:22]=2)=[C:16]([C:27]([F:30])([F:29])[F:28])[CH:15]=1)#[N:13].Cl. The catalyst is C(OCC)(=O)C. The product is [CH2:7]([NH:9][C:10]([N:23]1[C:24]([CH3:26])=[CH:25][C:21]([O:20][C:17]2[CH:18]=[CH:19][C:14]([C:12]#[N:13])=[CH:15][C:16]=2[C:27]([F:28])([F:29])[F:30])=[N:22]1)=[O:11])[CH3:8]. The yield is 0.690. (2) The reactants are [F:1][C:2]1[CH:7]=[C:6]([F:8])[CH:5]=[CH:4][C:3]=1[OH:9].F[C:11]1[CH:16]=[CH:15][CH:14]=[CH:13][C:12]=1[N+:17]([O-:19])=[O:18].[F:20][C:21]1[CH:34]=[C:33]([F:35])[CH:32]=[CH:31][C:22]=1[O:23][C:24]1[CH:30]=[CH:29][CH:28]=[CH:27][C:25]=1[NH2:26].[NH2:36][C:37]1[S:38][CH:39]=[CH:40][N:41]=1. No catalyst specified. The product is [F:1][C:2]1[CH:7]=[C:6]([F:8])[CH:5]=[CH:4][C:3]=1[O:9][C:11]1[CH:16]=[CH:15][CH:14]=[CH:13][C:12]=1[N+:17]([O-:19])=[O:18].[F:20][C:21]1[CH:34]=[C:33]([F:35])[CH:32]=[CH:31][C:22]=1[O:23][C:24]1[CH:30]=[CH:29][CH:28]=[CH:27][C:25]=1[NH:26][C:3]([NH:36][C:37]1[S:38][CH:39]=[CH:40][N:41]=1)=[O:9]. The yield is 0.760. (3) The reactants are Cl[C:2]1[N:7]=[N:6][C:5]2[O:8][CH2:9][CH2:10][O:11][C:4]=2[CH:3]=1.[CH2:12]([CH2:15]OC)OC. No catalyst specified. The product is [CH:12]([C:2]1[N:7]=[N:6][C:5]2[O:8][CH2:9][CH2:10][O:11][C:4]=2[CH:3]=1)=[CH2:15]. The yield is 0.500. (4) The reactants are [F:1][C:2]1[CH:10]=[C:9]2[C:5]([C:6]([C:12]3[N:13]=[C:14]4[C:20]([C:21]([NH:23][C:24]5([CH3:37])C[CH2:28][N:27](C(OC(C)(C)C)=O)[CH2:26][CH2:25]5)=[O:22])=[CH:19][NH:18][C:15]4=[N:16][CH:17]=3)=[N:7][N:8]2[CH3:11])=[CH:4][CH:3]=1.[ClH:38]. The catalyst is O1CCOCC1. The product is [ClH:38].[F:1][C:2]1[CH:10]=[C:9]2[C:5]([C:6]([C:12]3[N:13]=[C:14]4[C:20]([C:21]([NH:23][C:24]5([CH3:37])[CH2:25][CH2:26][NH:27][CH2:28]5)=[O:22])=[CH:19][NH:18][C:15]4=[N:16][CH:17]=3)=[N:7][N:8]2[CH3:11])=[CH:4][CH:3]=1. The yield is 0.365. (5) The reactants are Br[C:2]1[CH:7]=[CH:6][C:5]([O:8][CH3:9])=[C:4]([O:10][CH2:11][CH3:12])[CH:3]=1.C([Li])CCC.[CH2:18]([O:25][C:26]1[CH:27]=[C:28]([CH:31]=[CH:32][C:33]=1[O:34][CH3:35])[CH:29]=[O:30])[C:19]1[CH:24]=[CH:23][CH:22]=[CH:21][CH:20]=1.C(O)(C)C. The catalyst is C1COCC1.O. The product is [CH2:18]([O:25][C:26]1[CH:27]=[C:28]([CH:29]([C:2]2[CH:7]=[CH:6][C:5]([O:8][CH3:9])=[C:4]([O:10][CH2:11][CH3:12])[CH:3]=2)[OH:30])[CH:31]=[CH:32][C:33]=1[O:34][CH3:35])[C:19]1[CH:20]=[CH:21][CH:22]=[CH:23][CH:24]=1. The yield is 0.890. (6) The reactants are [CH:1]([N:4]1[C:8]([C:9]2[S:10][C:11]3[CH2:12][CH2:13][O:14][C:15]4[CH:22]=[C:21](Br)[CH:20]=[CH:19][C:16]=4[C:17]=3[N:18]=2)=[N:7][CH:6]=[N:5]1)([CH3:3])[CH3:2].[F:24][C:25]1[C:30](B(O)O)=[CH:29][CH:28]=[CH:27][N:26]=1. No catalyst specified. The product is [F:24][C:25]1[C:30]([C:21]2[CH:20]=[CH:19][C:16]3[C:17]4[N:18]=[C:9]([C:8]5[N:4]([CH:1]([CH3:3])[CH3:2])[N:5]=[CH:6][N:7]=5)[S:10][C:11]=4[CH2:12][CH2:13][O:14][C:15]=3[CH:22]=2)=[CH:29][CH:28]=[CH:27][N:26]=1. The yield is 0.200. (7) The reactants are [CH2:1]([C:5]1[N:6]=[C:7]([CH3:27])[NH:8][C:9](=[O:26])[C:10]=1[CH2:11][C:12]1[CH:17]=[CH:16][C:15]([C:18]2[C:19]([C:24]#[N:25])=[CH:20][CH:21]=[CH:22][CH:23]=2)=[CH:14][CH:13]=1)[CH2:2][CH2:3][CH3:4].[H-].[Na+].CN(C)C=O.Br[CH2:36][CH2:37][OH:38]. The catalyst is C(OCC)(=O)C. The product is [CH2:1]([C:5]1[N:6]=[C:7]([CH3:27])[N:8]([CH2:36][CH2:37][OH:38])[C:9](=[O:26])[C:10]=1[CH2:11][C:12]1[CH:17]=[CH:16][C:15]([C:18]2[C:19]([C:24]#[N:25])=[CH:20][CH:21]=[CH:22][CH:23]=2)=[CH:14][CH:13]=1)[CH2:2][CH2:3][CH3:4]. The yield is 0.230. (8) The reactants are [F:1][C:2]1[CH:11]=[C:10]2[C:5]([C:6](=[O:16])[C:7]([S:13]([CH3:15])=O)=[CH:8][N:9]2[CH3:12])=[CH:4][CH:3]=1.S(Cl)([Cl:19])=O.N1C=CC=CC=1.C(=O)=O. The catalyst is CC(C)=O. The product is [Cl:19][CH2:15][S:13][C:7]1[C:6](=[O:16])[C:5]2[C:10](=[CH:11][C:2]([F:1])=[CH:3][CH:4]=2)[N:9]([CH3:12])[CH:8]=1. The yield is 0.740. (9) The reactants are Br[CH2:2][C@@H:3]([OH:25])[C@@H:4]([NH:14][C:15](=[O:24])[O:16][CH2:17][C:18]1[CH:23]=[CH:22][CH:21]=[CH:20][CH:19]=1)[CH2:5][C:6]1[CH:11]=[C:10]([Cl:12])[CH:9]=[C:8]([Cl:13])[CH:7]=1.C([O-])([O-])=O.[K+].[K+]. The catalyst is CO. The product is [Cl:13][C:8]1[CH:7]=[C:6]([CH2:5][C@H:4]([NH:14][C:15](=[O:24])[O:16][CH2:17][C:18]2[CH:23]=[CH:22][CH:21]=[CH:20][CH:19]=2)[C@H:3]2[CH2:2][O:25]2)[CH:11]=[C:10]([Cl:12])[CH:9]=1. The yield is 0.970. (10) The reactants are [Cl:1][C:2]1[C:3]([CH:8]=O)=[N:4][NH:5][C:6]=1[CH3:7].[F:10][C:11]1[CH:16]=[CH:15][C:14]([C:17]2[NH:26][C:20]3=[N:21][CH:22]=[C:23]([NH2:25])[CH:24]=[C:19]3[CH:18]=2)=[CH:13][CH:12]=1.[BH4-].[Na+]. The catalyst is O1CCCC1. The product is [Cl:1][C:2]1[C:3]([CH2:8][NH:25][C:23]2[CH:24]=[C:19]3[CH:18]=[C:17]([C:14]4[CH:13]=[CH:12][C:11]([F:10])=[CH:16][CH:15]=4)[NH:26][C:20]3=[N:21][CH:22]=2)=[N:4][NH:5][C:6]=1[CH3:7]. The yield is 0.120.